The task is: Predict which catalyst facilitates the given reaction.. This data is from Catalyst prediction with 721,799 reactions and 888 catalyst types from USPTO. (1) Reactant: [H-].[Na+].[O:3]=[C:4]1[CH:9]=[C:8]([NH:10][C:11]2[CH:16]=[CH:15][CH:14]=[C:13]([C:17]([F:20])([F:19])[F:18])[CH:12]=2)[CH2:7][CH2:6][N:5]1[C:21]([O:23][C:24]([CH3:27])([CH3:26])[CH3:25])=[O:22].CC1CCCO1.C1(S([CH:43]([C:52]2[CH:57]=[CH:56][C:55]([C:58]#[N:59])=[CH:54][C:53]=2[Br:60])[NH:44][C:45](=[O:51])[O:46][C:47]([CH3:50])([CH3:49])[CH3:48])(=O)=O)C=CC=CC=1. Product: [Br:60][C:53]1[CH:54]=[C:55]([C:58]#[N:59])[CH:56]=[CH:57][C:52]=1[CH:43]([NH:44][C:45]([O:46][C:47]([CH3:50])([CH3:49])[CH3:48])=[O:51])[C:9]1[C:4](=[O:3])[N:5]([C:21]([O:23][C:24]([CH3:27])([CH3:26])[CH3:25])=[O:22])[CH2:6][CH2:7][C:8]=1[NH:10][C:11]1[CH:16]=[CH:15][CH:14]=[C:13]([C:17]([F:19])([F:18])[F:20])[CH:12]=1. The catalyst class is: 13. (2) Reactant: [N:1]1[CH:6]=[CH:5][CH:4]=[C:3](B(O)O)[CH:2]=1.C([O-])([O-])=O.[Na+].[Na+].I[C:17]1[CH:22]=[CH:21][C:20]([S:23]([C:26]2[CH:31]=[CH:30][CH:29]=[CH:28][CH:27]=2)(=[O:25])=[O:24])=[C:19]([N+:32]([O-:34])=[O:33])[CH:18]=1.O. Product: [N+:32]([C:19]1[CH:18]=[C:17]([C:3]2[CH:2]=[N:1][CH:6]=[CH:5][CH:4]=2)[CH:22]=[CH:21][C:20]=1[S:23]([C:26]1[CH:27]=[CH:28][CH:29]=[CH:30][CH:31]=1)(=[O:25])=[O:24])([O-:34])=[O:33]. The catalyst class is: 40. (3) Reactant: [C:1](Cl)(=[O:4])[CH:2]=[CH2:3].C(N(C(C)C)CC)(C)C.[CH2:15]([NH:22][CH2:23][C:24]1[CH:29]=[CH:28][CH:27]=[CH:26][CH:25]=1)[C:16]1[CH:21]=[CH:20][CH:19]=[CH:18][CH:17]=1. Product: [CH2:23]([N:22]([CH2:15][C:16]1[CH:21]=[CH:20][CH:19]=[CH:18][CH:17]=1)[C:1](=[O:4])[CH:2]=[CH2:3])[C:24]1[CH:29]=[CH:28][CH:27]=[CH:26][CH:25]=1. The catalyst class is: 7. (4) Reactant: [C:1]1([C:22]2[CH:27]=[CH:26][CH:25]=[CH:24][CH:23]=2)[CH:6]=[CH:5][C:4]([C:7]2[N:8]=[C:9]([CH2:12][CH2:13][NH:14]C(=O)OC(C)(C)C)[NH:10][CH:11]=2)=[CH:3][CH:2]=1.C(OCC)(=O)C. Product: [C:1]1([C:22]2[CH:23]=[CH:24][CH:25]=[CH:26][CH:27]=2)[CH:6]=[CH:5][C:4]([C:7]2[N:8]=[C:9]([CH2:12][CH2:13][NH2:14])[NH:10][CH:11]=2)=[CH:3][CH:2]=1. The catalyst class is: 33. (5) The catalyst class is: 9. Product: [CH2:10]([O:9][C:7]([C:4]1[O:3][C:2]([C:25]#[C:24][Si:21]([CH3:23])([CH3:22])[CH3:20])=[CH:6][CH:5]=1)=[O:8])[CH3:11]. Reactant: Br[C:2]1[O:3][C:4]([C:7]([O:9][CH2:10][CH3:11])=[O:8])=[CH:5][CH:6]=1.C(N(CC)CC)C.O.[CH3:20][Si:21]([C:24]#[CH:25])([CH3:23])[CH3:22]. (6) Reactant: [CH3:1][O:2][C:3]1[C:4]([O:23][CH2:24][CH2:25][CH2:26][N:27]2[CH2:32][CH2:31][O:30][CH2:29][CH2:28]2)=[CH:5][C:6]([N+:20]([O-])=O)=[C:7](/[CH:9]=[CH:10]/[C:11]2[C:19]3[C:14](=[CH:15][CH:16]=[CH:17][CH:18]=3)[NH:13][N:12]=2)[CH:8]=1.[Sn].Cl.[OH-].[Na+]. Product: [NH:13]1[C:14]2[C:19](=[CH:18][CH:17]=[CH:16][CH:15]=2)[C:11](/[CH:10]=[CH:9]/[C:7]2[CH:8]=[C:3]([O:2][CH3:1])[C:4]([O:23][CH2:24][CH2:25][CH2:26][N:27]3[CH2:32][CH2:31][O:30][CH2:29][CH2:28]3)=[CH:5][C:6]=2[NH2:20])=[N:12]1. The catalyst class is: 8. (7) Reactant: [NH2:1][C@@H:2]1[CH2:6][CH2:5][N:4]([C:7]2[C:16]3[C:11](=[CH:12][C:13]([CH3:17])=[CH:14][CH:15]=3)[N:10]=[C:9]([C:18]3[CH:23]=[CH:22][CH:21]=[CH:20][C:19]=3[OH:24])[N:8]=2)[CH2:3]1.C(N(CC)CC)C.[O:32]=[C:33]1[NH:37][CH:36]([C:38](O)=[O:39])[CH2:35][CH2:34]1.F[P-](F)(F)(F)(F)F.N1(O[P+](N(C)C)(N(C)C)N(C)C)C2C=CC=CC=2N=N1. Product: [OH:24][C:19]1[CH:20]=[CH:21][CH:22]=[CH:23][C:18]=1[C:9]1[N:8]=[C:7]([N:4]2[CH2:5][CH2:6][CH:2]([NH:1][C:38]([C@H:36]3[CH2:35][CH2:34][C:33](=[O:32])[NH:37]3)=[O:39])[CH2:3]2)[C:16]2[C:11](=[CH:12][C:13]([CH3:17])=[CH:14][CH:15]=2)[N:10]=1. The catalyst class is: 232. (8) Reactant: [CH3:1][C:2]1[CH:3]=[CH:4][C:5](=O)[NH:6][C:7]=1[C:8]1[CH:13]=[CH:12][CH:11]=[CH:10][CH:9]=1.P(Br)(Br)([Br:17])=O.C(OCC)(=O)C. Product: [Br:17][C:5]1[N:6]=[C:7]([C:8]2[CH:13]=[CH:12][CH:11]=[CH:10][CH:9]=2)[C:2]([CH3:1])=[CH:3][CH:4]=1. The catalyst class is: 11. (9) Reactant: [CH2:1]([N:3]([CH2:18][CH3:19])[CH2:4][CH2:5][NH:6][C:7]([C:9]1[C:13]([CH3:14])=[C:12]([CH:15]=O)[NH:11][C:10]=1[CH3:17])=[O:8])[CH3:2].[F:20][C:21]1[CH:22]=[C:23]2[C:27](=[CH:28][CH:29]=1)[NH:26][C:25](=[O:30])[CH2:24]2.N1CCCC1. Product: [CH3:2][CH2:1][N:3]([CH2:4][CH2:5][NH:6][C:7]([C:9]1[C:13]([CH3:14])=[C:12](/[CH:15]=[C:24]2/[C:23]3[CH:22]=[C:21]([F:20])[CH:29]=[CH:28][C:27]=3[NH:26][C:25]/2=[O:30])[NH:11][C:10]=1[CH3:17])=[O:8])[CH2:18][CH3:19]. The catalyst class is: 11.